From a dataset of Full USPTO retrosynthesis dataset with 1.9M reactions from patents (1976-2016). Predict the reactants needed to synthesize the given product. (1) Given the product [F:1][C:2]1[CH:7]=[CH:6][C:5]([S:8]([C:11]2[CH:12]=[CH:13][C:14]([CH:27]([CH3:29])[CH3:28])=[C:15]([S:17]([NH:20][CH:21]3[CH2:22][CH2:23][N:24]([C:48](=[S:49])[NH:47][C:37]4[C:46]5[C:41](=[CH:42][CH:43]=[CH:44][CH:45]=5)[CH:40]=[CH:39][CH:38]=4)[CH2:25][CH2:26]3)(=[O:18])=[O:19])[CH:16]=2)(=[O:9])=[O:10])=[CH:4][CH:3]=1, predict the reactants needed to synthesize it. The reactants are: [F:1][C:2]1[CH:7]=[CH:6][C:5]([S:8]([C:11]2[CH:12]=[CH:13][C:14]([CH:27]([CH3:29])[CH3:28])=[C:15]([S:17]([NH:20][CH:21]3[CH2:26][CH2:25][NH:24][CH2:23][CH2:22]3)(=[O:19])=[O:18])[CH:16]=2)(=[O:10])=[O:9])=[CH:4][CH:3]=1.C(N(CC)CC)C.[C:37]1([N:47]=[C:48]=[S:49])[C:46]2[C:41](=[CH:42][CH:43]=[CH:44][CH:45]=2)[CH:40]=[CH:39][CH:38]=1. (2) Given the product [Cl:58][C:57]1[CH:51]=[CH:49][C:11]([CH2:12][O:10][C:8]([CH:7]([CH2:11][C:12]([NH:14][CH:15]([CH3:16])[CH3:17])=[O:13])[CH2:18][C:19]2([C:24]([NH:26][C@H:27]3[CH2:33][CH2:32][C:31]4[CH:34]=[CH:35][CH:36]=[CH:37][C:30]=4[N:29]([CH2:38][C:39]([OH:41])=[O:40])[C:28]3=[O:46])=[O:25])[CH2:20][CH2:21][CH2:22][CH2:23]2)=[O:9])=[CH:7][CH:8]=1, predict the reactants needed to synthesize it. The reactants are: ClC1C=CC(C[C:7]([CH2:18][C:19]2([C:24]([NH:26][C@H:27]3[CH2:33][CH2:32][C:31]4[CH:34]=[CH:35][CH:36]=[CH:37][C:30]=4[N:29]([CH2:38][C:39]([O:41]C(C)(C)C)=[O:40])[C:28]3=[O:46])=[O:25])[CH2:23][CH2:22][CH2:21][CH2:20]2)([CH2:11][C:12]([NH:14][CH:15]([CH3:17])[CH3:16])=[O:13])[C:8]([O-:10])=[O:9])=CC=1.[C:49](O)([C:51](F)(F)F)=O.Cl[CH2:57][Cl:58]. (3) Given the product [C:1]1([CH:7]([C:11]2[CH:16]=[CH:15][CH:14]=[CH:13][CH:12]=2)[C:8]([NH:17][CH2:18][CH2:19][CH2:20][N:21]2[CH2:22][CH2:23][CH:24]([C:27]3[CH:28]=[CH:29][C:30]([OH:39])=[C:31]([NH:33][C:34](=[O:38])[CH:35]([CH3:37])[CH3:36])[CH:32]=3)[CH2:25][CH2:26]2)=[O:9])[CH:6]=[CH:5][CH:4]=[CH:3][CH:2]=1, predict the reactants needed to synthesize it. The reactants are: [C:1]1([CH:7]([C:11]2[CH:16]=[CH:15][CH:14]=[CH:13][CH:12]=2)[C:8](Cl)=[O:9])[CH:6]=[CH:5][CH:4]=[CH:3][CH:2]=1.[NH2:17][CH2:18][CH2:19][CH2:20][N:21]1[CH2:26][CH2:25][CH:24]([C:27]2[CH:28]=[CH:29][C:30]([OH:39])=[C:31]([NH:33][C:34](=[O:38])[CH:35]([CH3:37])[CH3:36])[CH:32]=2)[CH2:23][CH2:22]1.